This data is from Reaction yield outcomes from USPTO patents with 853,638 reactions. The task is: Predict the reaction yield, written as a fraction of the theoretical maximum amount of product (1.0 means a 100% yield; for example, 0.34 means a 34% yield). (1) The reactants are [Cl:1][C:2]1[C:10]([O:11][CH:12]([CH3:14])[CH3:13])=[CH:9][C:5]([C:6]([OH:8])=O)=[CH:4][C:3]=1[O:15][CH:16]([CH3:18])[CH3:17].CCN(C(C)C)C(C)C.[NH2:28][C:29]1[CH:38]=[CH:37][C:32]([C:33]([O:35][CH3:36])=[O:34])=[CH:31][CH:30]=1. No catalyst specified. The product is [Cl:1][C:2]1[C:3]([O:15][CH:16]([CH3:18])[CH3:17])=[CH:4][C:5]([C:6]([NH:28][C:29]2[CH:30]=[CH:31][C:32]([C:33]([O:35][CH3:36])=[O:34])=[CH:37][CH:38]=2)=[O:8])=[CH:9][C:10]=1[O:11][CH:12]([CH3:14])[CH3:13]. The yield is 0.960. (2) The reactants are O=[CH:2][CH2:3][CH:4]([C:7]1[CH:12]=[CH:11][CH:10]=[CH:9][C:8]=1[O:13][C:14]([F:17])([F:16])[F:15])[C:5]#[N:6].[O:18]1[C:23]2[CH:24]=[CH:25][CH:26]=[C:27]([N:28]3[CH2:33][CH2:32][NH:31][CH2:30][CH2:29]3)[C:22]=2[O:21][CH2:20][CH2:19]1. No catalyst specified. The product is [C:5]([CH:4]([C:7]1[CH:12]=[CH:11][CH:10]=[CH:9][C:8]=1[O:13][C:14]([F:17])([F:16])[F:15])[CH2:3][CH2:2][N:31]1[CH2:32][CH2:33][N:28]([C:27]2[C:22]3[O:21][CH2:20][CH2:19][O:18][C:23]=3[CH:24]=[CH:25][CH:26]=2)[CH2:29][CH2:30]1)#[N:6]. The yield is 0.930. (3) The reactants are [CH2:1]1[C:10](=O)[CH2:9][C:8]2[C:3](=[CH:4][CH:5]=[CH:6][CH:7]=2)[CH2:2]1.[C:12]1([C@@H:18]([NH2:20])[CH3:19])[CH:17]=[CH:16][CH:15]=[CH:14][CH:13]=1.C(O)=O. The catalyst is CO. The product is [C:12]1([C@@H:18]([NH:20][CH:10]2[CH2:1][CH2:2][C:3]3[C:8](=[CH:7][CH:6]=[CH:5][CH:4]=3)[CH2:9]2)[CH3:19])[CH:17]=[CH:16][CH:15]=[CH:14][CH:13]=1. The yield is 0.940. (4) The reactants are Br[C:2]1[C:3]([NH:9][CH2:10][C:11]([O:13][CH2:14][CH3:15])=[O:12])=[N:4][CH:5]=[C:6]([Br:8])[N:7]=1.[CH3:16][O:17][C:18]1[CH:23]=[C:22]([O:24][CH3:25])[CH:21]=[CH:20][C:19]=1[CH2:26][NH2:27].C(N(CC)C(C)C)(C)C. The catalyst is CS(C)=O. The product is [Br:8][C:6]1[N:7]=[C:2]([NH:27][CH2:26][C:19]2[CH:20]=[CH:21][C:22]([O:24][CH3:25])=[CH:23][C:18]=2[O:17][CH3:16])[C:3]([NH:9][CH2:10][C:11]([O:13][CH2:14][CH3:15])=[O:12])=[N:4][CH:5]=1. The yield is 0.480. (5) The reactants are C(O[C:6]([N:8]1[CH2:16][C:10]2([O:13][CH2:12][C:11]2([CH3:15])[CH3:14])[CH2:9]1)=O)(C)(C)C.FC(F)(F)C(O)=O.C(N(C(C)C)CC)(C)C.ClC1[CH:39]=[C:38]([NH:40][C:41]2[NH:42][N:43]=[C:44]([CH3:46])[CH:45]=2)[N:37]=[C:36]([S:47][C:48]2[CH:53]=[CH:52][C:51]([NH:54][C:55](=[O:58])[CH2:56][CH3:57])=[CH:50][CH:49]=2)[N:35]=1. The catalyst is C(Cl)Cl.CCCCO.[Cl-].[Na+].O.C(OCC)(=O)C. The product is [CH3:15][C:11]1([CH3:14])[C:10]2([CH2:9][N:8]([C:6]3[CH:39]=[C:38]([NH:40][C:41]4[NH:42][N:43]=[C:44]([CH3:46])[CH:45]=4)[N:37]=[C:36]([S:47][C:48]4[CH:53]=[CH:52][C:51]([NH:54][C:55](=[O:58])[CH2:56][CH3:57])=[CH:50][CH:49]=4)[N:35]=3)[CH2:16]2)[O:13][CH2:12]1. The yield is 0.200. (6) The reactants are [NH2:1][CH2:2][C:3]1[CH:8]=[CH:7][C:6]([C:9]([NH:11][C:12]2[CH:17]=[CH:16][CH:15]=[CH:14][C:13]=2[C:18](=[O:27])[NH:19][C:20]2[CH:25]=[CH:24][C:23]([Cl:26])=[CH:22][N:21]=2)=[O:10])=[CH:5][CH:4]=1.I.CS[C:31]1[NH:32][CH2:33][CH2:34][N:35]=1.C(N(CC)CC)C. The catalyst is CN(C=O)C. The product is [Cl:26][C:23]1[CH:24]=[CH:25][C:20]([NH:19][C:18]([C:13]2[CH:14]=[CH:15][CH:16]=[CH:17][C:12]=2[NH:11][C:9]([C:6]2[CH:5]=[CH:4][C:3]([CH2:2][NH:1][C:31]3[NH:35][CH2:34][CH2:33][N:32]=3)=[CH:8][CH:7]=2)=[O:10])=[O:27])=[N:21][CH:22]=1. The yield is 0.150.